From a dataset of Reaction yield outcomes from USPTO patents with 853,638 reactions. Predict the reaction yield, written as a fraction of the theoretical maximum amount of product (1.0 means a 100% yield; for example, 0.34 means a 34% yield). (1) The reactants are [CH3:1][C:2]1[NH:6][C:5]2[C:7]([C:17]([O:19][CH3:20])=[O:18])=[CH:8][C:9]([N:11]3[CH2:16][CH2:15][O:14][CH2:13][CH2:12]3)=[CH:10][C:4]=2[N:3]=1.[C:21]([O-])([O-])=O.[K+].[K+].BrC[C:29]1[CH:38]=[CH:37][CH:36]=[C:35]2[C:30]=1[CH:31]=[CH:32][CH:33]=[N:34]2.O. The catalyst is CN(C=O)C. The product is [CH3:1][C:2]1[N:3]([CH2:21][C:36]2[CH:37]=[CH:38][CH:29]=[C:30]3[C:35]=2[N:34]=[CH:33][CH:32]=[CH:31]3)[C:4]2[CH:10]=[C:9]([N:11]3[CH2:12][CH2:13][O:14][CH2:15][CH2:16]3)[CH:8]=[C:7]([C:17]([O:19][CH3:20])=[O:18])[C:5]=2[N:6]=1. The yield is 0.240. (2) The reactants are [Cl:1][C:2]1[C:7]([Cl:8])=[CH:6][CH:5]=[CH:4][C:3]=1[S:9](Cl)(=[O:11])=[O:10].N1C=CC=CC=1.[F:19][CH2:20][CH2:21][N:22]1[CH2:28][C:27]2[CH:29]=[C:30]([NH2:33])[CH:31]=[CH:32][C:26]=2[O:25][CH2:24][CH2:23]1.CO. The catalyst is C(Cl)(Cl)Cl. The product is [Cl:1][C:2]1[C:7]([Cl:8])=[CH:6][CH:5]=[CH:4][C:3]=1[S:9]([NH:33][C:30]1[CH:31]=[CH:32][C:26]2[O:25][CH2:24][CH2:23][N:22]([CH2:21][CH2:20][F:19])[CH2:28][C:27]=2[CH:29]=1)(=[O:11])=[O:10]. The yield is 0.500. (3) The reactants are [CH3:1][C:2]1([CH3:12])[CH2:7][CH2:6][C:5]([CH3:9])([CH3:8])[C:4]([C:10]#N)=[CH:3]1.[H-].C([Al+]CC(C)C)C(C)C.S([O-])([O-])(=O)=[O:24].[Na+].[Na+]. The catalyst is ClCCl. The product is [CH3:1][C:2]1([CH3:12])[CH2:7][CH2:6][C:5]([CH3:9])([CH3:8])[C:4]([CH:10]=[O:24])=[CH:3]1. The yield is 0.710. (4) The reactants are [C:1]([C:3]1[C:4](F)=[N:5][CH:6]=[CH:7][CH:8]=1)#[N:2].Cl.[NH:11]1[CH2:14][CH2:13][CH2:12]1. No catalyst specified. The product is [N:11]1([C:4]2[N:5]=[CH:6][CH:7]=[CH:8][C:3]=2[C:1]#[N:2])[CH2:14][CH2:13][CH2:12]1. The yield is 0.820. (5) The reactants are [S:1]1[CH:5]=[C:4]([CH:6]([CH3:12])[C:7]([O:9]CC)=[O:8])[N:3]=[CH:2]1.[OH-].[Na+].O. The catalyst is CO. The product is [S:1]1[CH:5]=[C:4]([CH:6]([CH3:12])[C:7]([OH:9])=[O:8])[N:3]=[CH:2]1. The yield is 0.950. (6) The reactants are [F:1][C:2]1[CH:3]=[CH:4][C:5]([N+:15]([O-])=O)=[C:6]([NH:8][C:9]2[CH:10]=[N:11][N:12]([CH3:14])[CH:13]=2)[CH:7]=1. The catalyst is [Pd].CCOC(C)=O. The product is [F:1][C:2]1[CH:7]=[C:6]([NH:8][C:9]2[CH:10]=[N:11][N:12]([CH3:14])[CH:13]=2)[C:5]([NH2:15])=[CH:4][CH:3]=1. The yield is 0.740. (7) The product is [Cl:28][C:23]1[N:22]=[N:21][C:20]([O:12][C:5]2[CH:6]=[CH:7][CH:8]=[C:9]([O:10][CH3:11])[C:4]=2[CH:1]2[CH2:2][CH2:3]2)=[C:25]([O:26][CH3:27])[CH:24]=1.[Cl:19][C:20]1[N:21]=[N:22][C:23]([O:12][C:5]2[CH:6]=[CH:7][CH:8]=[C:9]([O:10][CH3:11])[C:4]=2[CH:1]2[CH2:2][CH2:3]2)=[CH:24][C:25]=1[O:26][CH3:27]. The yield is 0.308. The catalyst is O1CCOCC1.CS(C)=O. The reactants are [CH:1]1([C:4]2[C:9]([O:10][CH3:11])=[CH:8][CH:7]=[CH:6][C:5]=2[OH:12])[CH2:3][CH2:2]1.CC(C)([O-])C.[K+].[Cl:19][C:20]1[N:21]=[N:22][C:23]([Cl:28])=[CH:24][C:25]=1[O:26][CH3:27].